This data is from Catalyst prediction with 721,799 reactions and 888 catalyst types from USPTO. The task is: Predict which catalyst facilitates the given reaction. (1) Reactant: [Cl-].O[NH3+:3].[C:4](=[O:7])([O-])[OH:5].[Na+].CS(C)=O.[CH2:13]([C:17]1[N:18]([CH2:36][C:37]2[CH:42]=[CH:41][C:40]([C:43]3[C:44]([C:49]#[N:50])=[CH:45][CH:46]=[CH:47][CH:48]=3)=[CH:39][CH:38]=2)[C:19](=[O:35])[C:20]([C:26]2[CH:31]=[CH:30][C:29]([O:32][CH2:33][CH3:34])=[CH:28][CH:27]=2)=[C:21]([CH:23]2[CH2:25][CH2:24]2)[N:22]=1)[CH2:14][CH2:15][CH3:16]. Product: [CH2:13]([C:17]1[N:18]([CH2:36][C:37]2[CH:38]=[CH:39][C:40]([C:43]3[CH:48]=[CH:47][CH:46]=[CH:45][C:44]=3[C:49]3[NH:3][C:4](=[O:7])[O:5][N:50]=3)=[CH:41][CH:42]=2)[C:19](=[O:35])[C:20]([C:26]2[CH:31]=[CH:30][C:29]([O:32][CH2:33][CH3:34])=[CH:28][CH:27]=2)=[C:21]([CH:23]2[CH2:24][CH2:25]2)[N:22]=1)[CH2:14][CH2:15][CH3:16]. The catalyst class is: 6. (2) Reactant: [NH2:1][C:2]1[N:10]=[C:9]([CH2:11][O:12][CH3:13])[CH:8]=[CH:7][C:3]=1[C:4]([OH:6])=O.[N:14]1[CH:19]=[CH:18][CH:17]=[CH:16][C:15]=1[CH2:20][O:21][C:22]1[CH:29]=[CH:28][C:25]([CH2:26][NH2:27])=[CH:24][CH:23]=1.F[P-](F)(F)(F)(F)F.N1(O[P+](N(C)C)(N(C)C)N(C)C)C2C=CC=CC=2N=N1.C(N(CC)CC)C. Product: [NH2:1][C:2]1[N:10]=[C:9]([CH2:11][O:12][CH3:13])[CH:8]=[CH:7][C:3]=1[C:4]([NH:27][CH2:26][C:25]1[CH:24]=[CH:23][C:22]([O:21][CH2:20][C:15]2[CH:16]=[CH:17][CH:18]=[CH:19][N:14]=2)=[CH:29][CH:28]=1)=[O:6]. The catalyst class is: 255. (3) Reactant: [CH3:1][C:2]1[CH:7]=[C:6]([CH3:8])[CH:5]=[C:4]([CH3:9])[C:3]=1[CH:10]1[C:18](=[O:19])[CH:17]2[CH:12]([CH:13]3[O:20][CH:16]2[CH:15]=[CH:14]3)[C:11]1=[O:21]. Product: [CH3:1][C:2]1[CH:7]=[C:6]([CH3:8])[CH:5]=[C:4]([CH3:9])[C:3]=1[CH:10]1[C:11](=[O:21])[CH:12]2[CH:17]([CH:16]3[O:20][CH:13]2[CH2:14][CH2:15]3)[C:18]1=[O:19]. The catalyst class is: 19. (4) Reactant: [CH2:1]([O:8][C@@H:9]1[C@@H:17]([O:18][CH2:19][C:20]2[CH:25]=[CH:24][CH:23]=[CH:22][CH:21]=2)[C@@H:16]([CH3:26])[O:15][C:14](=[O:27])[C@H:13]([NH:28]C(=O)OC(C)(C)C)[CH2:12][O:11][CH2:10]1)[C:2]1[CH:7]=[CH:6][CH:5]=[CH:4][CH:3]=1.[ClH:36].O1CCOCC1. Product: [ClH:36].[NH2:28][C@@H:13]1[CH2:12][O:11][CH2:10][C@H:9]([O:8][CH2:1][C:2]2[CH:7]=[CH:6][CH:5]=[CH:4][CH:3]=2)[C@@H:17]([O:18][CH2:19][C:20]2[CH:25]=[CH:24][CH:23]=[CH:22][CH:21]=2)[C@@H:16]([CH3:26])[O:15][C:14]1=[O:27]. The catalyst class is: 2. (5) Reactant: [OH-].[Na+].[Cl:3][C:4]1[CH:9]=[CH:8][C:7]([C:10]2[CH:15]=[CH:14][C:13]([NH:16][CH2:17][C:18]3[CH:23]=[C:22]([F:24])[C:21]([F:25])=[CH:20][C:19]=3[C:26]3[CH:27]=[CH:28][C:29]([C:32]([NH:34][CH2:35][CH2:36][C:37]([O:39]CC)=[O:38])=[O:33])=[N:30][CH:31]=3)=[CH:12][CH:11]=2)=[CH:6][CH:5]=1. Product: [Cl:3][C:4]1[CH:5]=[CH:6][C:7]([C:10]2[CH:15]=[CH:14][C:13]([NH:16][CH2:17][C:18]3[CH:23]=[C:22]([F:24])[C:21]([F:25])=[CH:20][C:19]=3[C:26]3[CH:27]=[CH:28][C:29]([C:32]([NH:34][CH2:35][CH2:36][C:37]([OH:39])=[O:38])=[O:33])=[N:30][CH:31]=3)=[CH:12][CH:11]=2)=[CH:8][CH:9]=1. The catalyst class is: 1. (6) Reactant: [CH3:1][O:2][C:3](=[O:20])[C:4](=[CH:9][C:10]1[CH:11]=[C:12]2[C:16](=[C:17]([CH3:19])[CH:18]=1)[NH:15][N:14]=[CH:13]2)[CH2:5][C:6]([OH:8])=[O:7]. Product: [CH3:1][O:2][C:3](=[O:20])[CH:4]([CH2:9][C:10]1[CH:11]=[C:12]2[C:16](=[C:17]([CH3:19])[CH:18]=1)[NH:15][N:14]=[CH:13]2)[CH2:5][C:6]([OH:8])=[O:7]. The catalyst class is: 407. (7) Reactant: [O:1]1[C:5]2[CH:6]=[CH:7][C:8]([C:10]([CH2:29][CH3:30])=[C:11]([C:22]3[CH:27]=[CH:26][C:25]([OH:28])=[CH:24][CH:23]=3)[C:12]3[CH:17]=[CH:16][C:15]([O:18][CH2:19][CH2:20]Cl)=[CH:14][CH:13]=3)=[CH:9][C:4]=2[CH:3]=[CH:2]1.[CH3:31][NH2:32]. Product: [O:1]1[C:5]2[CH:6]=[CH:7][C:8]([C:10]([CH2:29][CH3:30])=[C:11]([C:22]3[CH:27]=[CH:26][C:25]([OH:28])=[CH:24][CH:23]=3)[C:12]3[CH:17]=[CH:16][C:15]([O:18][CH2:19][CH2:20][NH:32][CH3:31])=[CH:14][CH:13]=3)=[CH:9][C:4]=2[CH:3]=[CH:2]1. The catalyst class is: 5. (8) Reactant: [C:1]([O:5][C:6]([C:8]1[C:27]([F:28])=[CH:26][C:11]([O:12][C@@H:13]2[CH2:18][CH2:17][CH2:16][N:15]([C:19]([O:21][C:22]([CH3:25])([CH3:24])[CH3:23])=[O:20])[CH2:14]2)=[C:10](Cl)[CH:9]=1)=[O:7])([CH3:4])([CH3:3])[CH3:2].[CH:30]1(B(O)O)[CH2:32][CH2:31]1.[O-]P([O-])([O-])=O.[K+].[K+].[K+].F[B-](F)(F)F.C1([PH+](C2CCCCC2)C2CCCCC2)CCCCC1. Product: [C:1]([O:5][C:6]([C:8]1[C:27]([F:28])=[CH:26][C:11]([O:12][C@@H:13]2[CH2:18][CH2:17][CH2:16][N:15]([C:19]([O:21][C:22]([CH3:25])([CH3:24])[CH3:23])=[O:20])[CH2:14]2)=[C:10]([CH:30]2[CH2:32][CH2:31]2)[CH:9]=1)=[O:7])([CH3:4])([CH3:3])[CH3:2]. The catalyst class is: 498.